From a dataset of Forward reaction prediction with 1.9M reactions from USPTO patents (1976-2016). Predict the product of the given reaction. Given the reactants C(ON=O)(C)(C)C.[N:8]1[C:17]2[C:12](=[CH:13][CH:14]=[CH:15][CH:16]=2)[CH:11]=[C:10](N)[CH:9]=1.B(F)(F)[F:20].CCOCC, predict the reaction product. The product is: [F:20][C:10]1[CH:9]=[N:8][C:17]2[C:12]([CH:11]=1)=[CH:13][CH:14]=[CH:15][CH:16]=2.